Dataset: Full USPTO retrosynthesis dataset with 1.9M reactions from patents (1976-2016). Task: Predict the reactants needed to synthesize the given product. (1) Given the product [C:1]([C:3]1[CH:22]=[C:21]([C:23]2[CH:28]=[CH:27][N:26]=[C:25]([NH:29][C:30]3[CH:31]=[CH:32][C:33]([C:36]([NH:40][CH2:63][CH2:68][CH2:67][N:66]([CH3:65])[CH3:69])=[O:37])=[CH:34][CH:35]=3)[N:24]=2)[CH:20]=[CH:19][C:4]=1[O:5][CH:6]1[CH2:7][CH2:8][N:9]([C:12](=[O:14])[C@H:133]([OH:132])[CH3:134])[CH2:10][CH2:11]1)#[N:2], predict the reactants needed to synthesize it. The reactants are: [C:1]([C:3]1[CH:22]=[C:21]([C:23]2[CH:28]=[CH:27][N:26]=[C:25]([NH:29][C:30]3[CH:35]=[CH:34][C:33]([C:36](OC)=[O:37])=[CH:32][CH:31]=3)[N:24]=2)[CH:20]=[CH:19][C:4]=1[O:5][CH:6]1[CH2:11][CH2:10][N:9]([C:12]([O:14]C(C)(C)C)=O)[CH2:8][CH2:7]1)#[N:2].[NH2:40]C1C=CC(C(OC)=O)=CC=1.ClC1N=C(C2C=CC(O[CH:63]3[CH2:68][CH2:67][N:66]([C:69](OC(C)(C)C)=O)[CH2:65]C3)=C(C#N)C=2)C=CN=1.C(=O)([O-])[O-].[Cs+].[Cs+].C1C=CC(P(C2C(C3C(P(C4C=CC=CC=4)C4C=CC=CC=4)=CC=C4C=3C=CC=C4)=C3C(C=CC=C3)=CC=2)C2C=CC=CC=2)=CC=1.[O:132]1CCO[CH2:134][CH2:133]1. (2) The reactants are: C(OC([NH:8][CH:9]1[CH2:14][CH2:13][N:12]([C:15]2[N:20]=[C:19]([C:21]3[C:29]4[C:24](=[CH:25][CH:26]=[C:27]([N+:30]([O-:32])=[O:31])[CH:28]=4)[N:23](C(OC(C)(C)C)=O)[CH:22]=3)[CH:18]=[N:17][CH:16]=2)[CH2:11][CH2:10]1)=O)(C)(C)C.CO.Cl. Given the product [N+:30]([C:27]1[CH:28]=[C:29]2[C:24](=[CH:25][CH:26]=1)[NH:23][CH:22]=[C:21]2[C:19]1[N:20]=[C:15]([N:12]2[CH2:11][CH2:10][CH:9]([NH2:8])[CH2:14][CH2:13]2)[CH:16]=[N:17][CH:18]=1)([O-:32])=[O:31], predict the reactants needed to synthesize it. (3) Given the product [CH2:1]([N:3]1[C:11]2[C:10]([CH:12]3[CH2:21][CH2:20][C:19]4[C:14](=[CH:15][CH:16]=[C:17]([OH:22])[CH:18]=4)[CH2:13]3)=[CH:9][CH:8]=[C:7]([OH:24])[C:6]=2[CH:5]=[CH:4]1)[CH3:2], predict the reactants needed to synthesize it. The reactants are: [CH2:1]([N:3]1[C:11]2[C:6](=[C:7]([O:24]C)[CH:8]=[CH:9][C:10]=2[CH:12]2[CH2:21][CH2:20][C:19]3[C:14](=[CH:15][CH:16]=[C:17]([O:22]C)[CH:18]=3)[CH2:13]2)[C:5](=O)[C:4]1=O)[CH3:2].B.O1CCCC1.N. (4) Given the product [Br:1][C:2]1[CH:3]=[CH:4][C:5]2[N:9]=[C:8]([C@@H:10]([NH:13][C:14](=[O:20])[O:15][C:16]([CH3:17])([CH3:19])[CH3:18])[CH2:11][CH3:12])[N:7]([CH2:28][O:29][CH3:30])[C:6]=2[CH:21]=1, predict the reactants needed to synthesize it. The reactants are: [Br:1][C:2]1[CH:3]=[CH:4][C:5]2[N:9]=[C:8]([C@@H:10]([NH:13][C:14](=[O:20])[O:15][C:16]([CH3:19])([CH3:18])[CH3:17])[CH2:11][CH3:12])[NH:7][C:6]=2[CH:21]=1.C(=O)([O-])[O-].[K+].[K+].[CH3:28][O:29][CH2:30]Cl. (5) Given the product [CH2:1]([N:8]1[C:20]2[C:19]3[CH:18]=[C:17]([O:21][CH3:22])[C:16]([C:23]4[C:24]([CH3:29])=[N:25][O:26][C:27]=4[CH3:28])=[CH:15][C:14]=3[N:13]=[C:12]([CH2:30][N:34]([CH3:35])[CH3:33])[C:11]=2[O:10][C:9]1=[O:32])[C:2]1[CH:3]=[CH:4][CH:5]=[CH:6][CH:7]=1, predict the reactants needed to synthesize it. The reactants are: [CH2:1]([N:8]1[C:20]2[C:19]3[CH:18]=[C:17]([O:21][CH3:22])[C:16]([C:23]4[C:24]([CH3:29])=[N:25][O:26][C:27]=4[CH3:28])=[CH:15][C:14]=3[N:13]=[C:12]([CH:30]=O)[C:11]=2[O:10][C:9]1=[O:32])[C:2]1[CH:7]=[CH:6][CH:5]=[CH:4][CH:3]=1.[CH3:33][NH:34][CH3:35].[BH-](OC(C)=O)(OC(C)=O)OC(C)=O.[Na+].